Dataset: Full USPTO retrosynthesis dataset with 1.9M reactions from patents (1976-2016). Task: Predict the reactants needed to synthesize the given product. (1) The reactants are: Br[C:2]1[CH:7]=[CH:6][C:5]([CH:8]([O:21][CH3:22])[C:9]([NH:11][CH2:12][C:13]2[CH:18]=[CH:17][C:16]([C:19]#[N:20])=[CH:15][CH:14]=2)=[O:10])=[C:4]([F:23])[CH:3]=1.[B:24]1([B:24]2[O:28][C:27]([CH3:30])([CH3:29])[C:26]([CH3:32])([CH3:31])[O:25]2)[O:28][C:27]([CH3:30])([CH3:29])[C:26]([CH3:32])([CH3:31])[O:25]1.C([O-])(=O)C.[K+].C1CCCCC1. Given the product [C:19]([C:16]1[CH:17]=[CH:18][C:13]([CH2:12][NH:11][C:9](=[O:10])[CH:8]([C:5]2[CH:6]=[CH:7][C:2]([B:24]3[O:28][C:27]([CH3:30])([CH3:29])[C:26]([CH3:32])([CH3:31])[O:25]3)=[CH:3][C:4]=2[F:23])[O:21][CH3:22])=[CH:14][CH:15]=1)#[N:20], predict the reactants needed to synthesize it. (2) Given the product [OH:6][C:5]1[CH:4]=[C:3]([CH:2]([F:11])[F:1])[N:15]=[CH:13][N:14]=1, predict the reactants needed to synthesize it. The reactants are: [F:1][CH:2]([F:11])[C:3](=O)[CH2:4][C:5](OCC)=[O:6].Cl.[CH:13]([NH2:15])=[NH:14].C[O-].[Na+]. (3) Given the product [C:1]([O:4][C@@H:5]1[C@H:9]([O:10][C:11](=[O:13])[CH3:12])[C@@H:8]([CH2:14][O:15][C:16](=[O:18])[CH3:17])[O:7][C@H:6]1[N:19]1[CH:27]=[N:26][C:25]2[C:20]1=[N:21][C:22]([I:29])=[N:23][C:24]=2[NH:33][O:32][CH3:31])(=[O:3])[CH3:2], predict the reactants needed to synthesize it. The reactants are: [C:1]([O:4][C@@H:5]1[C@H:9]([O:10][C:11](=[O:13])[CH3:12])[C@@H:8]([CH2:14][O:15][C:16](=[O:18])[CH3:17])[O:7][C@H:6]1[N:19]1[CH:27]=[N:26][C:25]2[C:20]1=[N:21][C:22]([I:29])=[N:23][C:24]=2Cl)(=[O:3])[CH3:2].Cl.[CH3:31][O:32][NH2:33].C(N(CC)CC)C. (4) Given the product [CH3:1][CH:2]([C:3]1([CH:4]=[O:5])[CH2:10][CH2:11][C:12]([CH3:14])=[CH:13][CH2:6]1)[CH:7]([CH3:9])[CH3:8], predict the reactants needed to synthesize it. The reactants are: [CH3:1][CH:2]([CH:7]([CH3:9])[CH3:8])[C:3](=[CH2:6])[CH:4]=[O:5].[CH2:10]=[CH:11][C:12](=[CH2:14])[CH3:13]. (5) The reactants are: [C:1]([NH:4][C:5]1[NH:6][C:7](=[O:16])[C:8]2[N:14]=[C:13]([Cl:15])[CH:12]=[CH:11][C:9]=2[N:10]=1)(=[O:3])[CH3:2].[CH3:17][O:18][CH2:19][CH2:20]O. Given the product [C:1]([NH:4][C:5]1[N:6]=[C:7]([O:16][CH2:20][CH2:19][O:18][CH3:17])[C:8]2[N:14]=[C:13]([Cl:15])[CH:12]=[CH:11][C:9]=2[N:10]=1)(=[O:3])[CH3:2], predict the reactants needed to synthesize it. (6) Given the product [CH3:1][C@@H:2]([C@@H:9]1[C@@:13]2([CH3:31])[CH2:14][CH2:15][C@@H:16]3[C@@:21]4([CH3:30])[CH2:22][CH2:23][C@H:24]([O:26][C:27]([NH:36][CH2:35][CH2:34][N:33]([CH3:37])[CH3:32])=[O:28])[CH2:25][C:20]4=[CH:19][CH2:18][C@H:17]3[C@@H:12]2[CH2:11][CH2:10]1)[CH2:3][CH2:4][CH2:5][CH:6]([CH3:8])[CH3:7], predict the reactants needed to synthesize it. The reactants are: [CH3:1][C@@H:2]([C@@H:9]1[C@@:13]2([CH3:31])[CH2:14][CH2:15][CH:16]3[C@@:21]4([CH3:30])[CH2:22][CH2:23][CH:24]([O:26][C:27](Cl)=[O:28])[CH2:25][C:20]4=[CH:19][CH2:18][CH:17]3[CH:12]2[CH2:11][CH2:10]1)[CH2:3][CH2:4][CH2:5][CH:6]([CH3:8])[CH3:7].[CH3:32][N:33]([CH3:37])[CH2:34][CH2:35][NH2:36]. (7) Given the product [CH2:6]([NH:7][CH2:19][C@@H:17]([OH:18])[CH2:16][O:15][C:11]1[CH:12]=[CH:13][CH:14]=[C:9]([C:6]2[C:5]3[CH:20]=[CH:21][C:2]([F:1])=[CH:3][C:4]=3[O:8][N:7]=2)[CH:10]=1)[C:5]1[CH:20]=[CH:21][CH:2]=[CH:3][CH:4]=1, predict the reactants needed to synthesize it. The reactants are: [F:1][C:2]1[CH:21]=[CH:20][C:5]2[C:6]([C:9]3[CH:14]=[CH:13][CH:12]=[C:11]([O:15][CH2:16][C@H:17]4[CH2:19][O:18]4)[CH:10]=3)=[N:7][O:8][C:4]=2[CH:3]=1. (8) Given the product [ClH:62].[CH3:46][NH:47][CH2:55][C@@H:56]1[CH2:61][CH2:60][CH2:59][N:58]([C:13]([C:11]2[S:12][C:8]([C:5]3[C:4]([CH3:16])=[C:3]([C:2]([F:1])([F:18])[F:17])[O:7][N:6]=3)=[CH:9][CH:10]=2)=[O:15])[CH2:57]1, predict the reactants needed to synthesize it. The reactants are: [F:1][C:2]([F:18])([F:17])[C:3]1[O:7][N:6]=[C:5]([C:8]2[S:12][C:11]([C:13]([OH:15])=O)=[CH:10][CH:9]=2)[C:4]=1[CH3:16].CC1C(C2SC(C(N3CCC[C@@H](NC(=O)C)C3)=O)=CC=2)=NOC=1C(F)(F)F.[CH3:46][N:47]([CH2:55][C@@H:56]1[CH2:61][CH2:60][CH2:59][NH:58][CH2:57]1)C(=O)OC(C)(C)C.[ClH:62]. (9) Given the product [OH:25][C:26]1[CH:31]=[C:30]([OH:32])[CH:29]=[CH:28][C:27]=1[C@H:40]1[CH2:45][CH2:44][C@H:43]([O:46][C:16]([NH:15][CH2:14][C:13]([O:12][CH3:10])=[O:17])=[O:50])[CH2:42][CH2:41]1, predict the reactants needed to synthesize it. The reactants are: C(N(CC)C(C)C)(C)C.[CH2:10]([O:12][C:13](=[O:17])[CH2:14][N+:15]#[C-:16])C.[Si]([O:25][C:26]1[CH:31]=[C:30]([O:32][Si](C(C)(C)C)(C)C)[CH:29]=[CH:28][C:27]=1[C@H:40]1[CH2:45][CH2:44][C@H:43]([OH:46])[CH2:42][CH2:41]1)(C(C)(C)C)(C)C.CN(C)C=[O:50]. (10) Given the product [F:12][C:13]1[CH:18]=[C:17]([C:2]23[CH2:11][CH:6]4[CH2:7][CH:8]([CH2:10][CH:4]([CH2:5]4)[CH2:3]2)[CH2:9]3)[CH:16]=[CH:15][C:14]=1[O:19][CH3:20], predict the reactants needed to synthesize it. The reactants are: Br[C:2]12[CH2:11][CH:6]3[CH2:7][CH:8]([CH2:10][CH:4]([CH2:5]3)[CH2:3]1)[CH2:9]2.[F:12][C:13]1[CH:18]=[CH:17][CH:16]=[CH:15][C:14]=1[O:19][CH3:20].